This data is from Microsomal clearance measurements from AstraZeneca. The task is: Regression/Classification. Given a drug SMILES string, predict its absorption, distribution, metabolism, or excretion properties. Task type varies by dataset: regression for continuous measurements (e.g., permeability, clearance, half-life) or binary classification for categorical outcomes (e.g., BBB penetration, CYP inhibition). For this dataset (clearance_microsome_az), we predict log10(clearance) (log10 of the in vitro intrinsic clearance, CLint, in uL/min per mg of human liver microsomal protein, equivalently mL/min/g; values are censored to the assay range of 3 to 150, which is 0.477 to 2.18 on this log10 scale). (1) The drug is COc1ccc2nc(NC(=O)CCc3ccc(OC)c(OC)c3)sc2c1. The log10(clearance) is 2.02. (2) The compound is Cc1c(Cl)ccc(OC2CCN(C[C@H](O)CNC(=O)c3c[nH]nc3C(F)(F)F)CC2)c1Cl. The log10(clearance) is 0.480. (3) The drug is COc1ccccc1CCNCc1cccc(CCNC[C@H](O)c2ccc(O)c3[nH]c(=O)sc23)c1. The log10(clearance) is 1.28. (4) The molecule is O=S(=O)(c1cccc2cnccc12)N1CCCNCC1. The log10(clearance) is 1.00. (5) The compound is N[C@@H]1CCCN(c2c(/C=C3\SC(=O)NC3=O)cccc2-c2ccncc2)C1. The log10(clearance) is 0.930. (6) The compound is COCCOc1nc(N)c2[nH]c(=O)n(Cc3ccccc3)c2n1. The log10(clearance) is 0.480.